Dataset: NCI-60 drug combinations with 297,098 pairs across 59 cell lines. Task: Regression. Given two drug SMILES strings and cell line genomic features, predict the synergy score measuring deviation from expected non-interaction effect. (1) Drug 1: C(=O)(N)NO. Drug 2: CC1C(C(CC(O1)OC2CC(CC3=C2C(=C4C(=C3O)C(=O)C5=C(C4=O)C(=CC=C5)OC)O)(C(=O)CO)O)N)O.Cl. Cell line: HCT-15. Synergy scores: CSS=13.9, Synergy_ZIP=-0.600, Synergy_Bliss=-1.36, Synergy_Loewe=-19.9, Synergy_HSA=-2.11. (2) Drug 1: C1=NC2=C(N1)C(=S)N=C(N2)N. Drug 2: CC(C)(C#N)C1=CC(=CC(=C1)CN2C=NC=N2)C(C)(C)C#N. Cell line: HS 578T. Synergy scores: CSS=20.7, Synergy_ZIP=-0.429, Synergy_Bliss=-3.39, Synergy_Loewe=-5.15, Synergy_HSA=-3.85. (3) Drug 1: CC1=C(C=C(C=C1)NC2=NC=CC(=N2)N(C)C3=CC4=NN(C(=C4C=C3)C)C)S(=O)(=O)N.Cl. Drug 2: C1CN1P(=S)(N2CC2)N3CC3. Cell line: MALME-3M. Synergy scores: CSS=13.8, Synergy_ZIP=-2.08, Synergy_Bliss=-0.210, Synergy_Loewe=1.08, Synergy_HSA=1.39. (4) Drug 1: CC1C(C(CC(O1)OC2CC(OC(C2O)C)OC3=CC4=CC5=C(C(=O)C(C(C5)C(C(=O)C(C(C)O)O)OC)OC6CC(C(C(O6)C)O)OC7CC(C(C(O7)C)O)OC8CC(C(C(O8)C)O)(C)O)C(=C4C(=C3C)O)O)O)O. Drug 2: C(CC(=O)O)C(=O)CN.Cl. Cell line: RXF 393. Synergy scores: CSS=8.45, Synergy_ZIP=-0.745, Synergy_Bliss=-1.39, Synergy_Loewe=-42.7, Synergy_HSA=-1.12. (5) Drug 1: C1=CC(=CC=C1CCCC(=O)O)N(CCCl)CCCl. Drug 2: C1=CN(C(=O)N=C1N)C2C(C(C(O2)CO)O)O.Cl. Cell line: MDA-MB-231. Synergy scores: CSS=31.3, Synergy_ZIP=-4.94, Synergy_Bliss=-5.65, Synergy_Loewe=0.236, Synergy_HSA=1.34. (6) Drug 1: C1=NC2=C(N=C(N=C2N1C3C(C(C(O3)CO)O)F)Cl)N. Drug 2: CC1=C2C(C(=O)C3(C(CC4C(C3C(C(C2(C)C)(CC1OC(=O)C(C(C5=CC=CC=C5)NC(=O)C6=CC=CC=C6)O)O)OC(=O)C7=CC=CC=C7)(CO4)OC(=O)C)O)C)OC(=O)C. Cell line: NCIH23. Synergy scores: CSS=30.1, Synergy_ZIP=-16.7, Synergy_Bliss=-16.4, Synergy_Loewe=-16.1, Synergy_HSA=-12.7.